Dataset: NCI-60 drug combinations with 297,098 pairs across 59 cell lines. Task: Regression. Given two drug SMILES strings and cell line genomic features, predict the synergy score measuring deviation from expected non-interaction effect. (1) Drug 1: CC1=C2C(C(=O)C3(C(CC4C(C3C(C(C2(C)C)(CC1OC(=O)C(C(C5=CC=CC=C5)NC(=O)OC(C)(C)C)O)O)OC(=O)C6=CC=CC=C6)(CO4)OC(=O)C)O)C)O. Drug 2: C(CCl)NC(=O)N(CCCl)N=O. Cell line: OVCAR3. Synergy scores: CSS=22.9, Synergy_ZIP=-9.16, Synergy_Bliss=-7.64, Synergy_Loewe=-59.8, Synergy_HSA=-7.94. (2) Drug 1: CNC(=O)C1=NC=CC(=C1)OC2=CC=C(C=C2)NC(=O)NC3=CC(=C(C=C3)Cl)C(F)(F)F. Drug 2: CC(C)NC(=O)C1=CC=C(C=C1)CNNC.Cl. Cell line: UACC-257. Synergy scores: CSS=-1.47, Synergy_ZIP=1.32, Synergy_Bliss=1.70, Synergy_Loewe=-2.29, Synergy_HSA=-1.37.